This data is from Reaction yield outcomes from USPTO patents with 853,638 reactions. The task is: Predict the reaction yield, written as a fraction of the theoretical maximum amount of product (1.0 means a 100% yield; for example, 0.34 means a 34% yield). The reactants are [C:1]([O:5][C:6](=[O:17])[CH:7]=[CH:8][C:9]1[CH:14]=[CH:13][C:12]([CH:15]=O)=[CH:11][CH:10]=1)([CH3:4])([CH3:3])[CH3:2].[OH-].[K+].[CH3:20][C:21]([C:23]1[CH:28]=[CH:27][C:26]([F:29])=[C:25]([F:30])[CH:24]=1)=[O:22]. The catalyst is C(O)C.O.O. The product is [C:1]([O:5][C:6](=[O:17])[CH:7]=[CH:8][C:9]1[CH:14]=[CH:13][C:12]([CH:15]=[CH:20][C:21]([C:23]2[CH:28]=[CH:27][C:26]([F:29])=[C:25]([F:30])[CH:24]=2)=[O:22])=[CH:11][CH:10]=1)([CH3:4])([CH3:3])[CH3:2]. The yield is 0.880.